From a dataset of NCI-60 drug combinations with 297,098 pairs across 59 cell lines. Regression. Given two drug SMILES strings and cell line genomic features, predict the synergy score measuring deviation from expected non-interaction effect. (1) Drug 1: CCC1(CC2CC(C3=C(CCN(C2)C1)C4=CC=CC=C4N3)(C5=C(C=C6C(=C5)C78CCN9C7C(C=CC9)(C(C(C8N6C)(C(=O)OC)O)OC(=O)C)CC)OC)C(=O)OC)O.OS(=O)(=O)O. Drug 2: C(CC(=O)O)C(=O)CN.Cl. Cell line: SF-268. Synergy scores: CSS=3.12, Synergy_ZIP=-4.66, Synergy_Bliss=-2.31, Synergy_Loewe=-2.17, Synergy_HSA=-2.99. (2) Drug 1: CC1C(C(=O)NC(C(=O)N2CCCC2C(=O)N(CC(=O)N(C(C(=O)O1)C(C)C)C)C)C(C)C)NC(=O)C3=C4C(=C(C=C3)C)OC5=C(C(=O)C(=C(C5=N4)C(=O)NC6C(OC(=O)C(N(C(=O)CN(C(=O)C7CCCN7C(=O)C(NC6=O)C(C)C)C)C)C(C)C)C)N)C. Drug 2: CCN(CC)CCCC(C)NC1=C2C=C(C=CC2=NC3=C1C=CC(=C3)Cl)OC. Cell line: SW-620. Synergy scores: CSS=51.5, Synergy_ZIP=-5.30, Synergy_Bliss=-1.14, Synergy_Loewe=-9.07, Synergy_HSA=-0.611. (3) Drug 1: C1=C(C(=O)NC(=O)N1)N(CCCl)CCCl. Drug 2: C1=CN(C=N1)CC(O)(P(=O)(O)O)P(=O)(O)O. Cell line: NCI-H522. Synergy scores: CSS=1.30, Synergy_ZIP=-6.47, Synergy_Bliss=-23.6, Synergy_Loewe=-22.0, Synergy_HSA=-21.1. (4) Drug 1: CC12CCC3C(C1CCC2OP(=O)(O)O)CCC4=C3C=CC(=C4)OC(=O)N(CCCl)CCCl.[Na+]. Drug 2: CC1C(C(CC(O1)OC2CC(CC3=C2C(=C4C(=C3O)C(=O)C5=C(C4=O)C(=CC=C5)OC)O)(C(=O)CO)O)N)O.Cl. Cell line: SF-295. Synergy scores: CSS=73.2, Synergy_ZIP=22.5, Synergy_Bliss=21.8, Synergy_Loewe=-0.940, Synergy_HSA=23.2. (5) Drug 1: CNC(=O)C1=CC=CC=C1SC2=CC3=C(C=C2)C(=NN3)C=CC4=CC=CC=N4. Drug 2: C1C(C(OC1N2C=NC3=C(N=C(N=C32)Cl)N)CO)O. Cell line: MALME-3M. Synergy scores: CSS=3.85, Synergy_ZIP=-0.705, Synergy_Bliss=-0.467, Synergy_Loewe=-3.85, Synergy_HSA=-2.70.